The task is: Predict which catalyst facilitates the given reaction.. This data is from Catalyst prediction with 721,799 reactions and 888 catalyst types from USPTO. Reactant: [Cl:1][C:2]1[CH:7]=[CH:6][C:5]([S:8][C:9]2[N:13]([CH3:14])[C:12]([C:15]3[CH:20]=[CH:19][CH:18]=[CH:17][CH:16]=3)=[N:11][C:10]=2[C:21]2[CH:26]=[CH:25][C:24]([C:27]([CH3:31])([CH3:30])[C:28]#[N:29])=[CH:23][CH:22]=2)=[CH:4][CH:3]=1.Cl.CC[OH:35]. Product: [Cl:1][C:2]1[CH:7]=[CH:6][C:5]([S:8][C:9]2[N:13]([CH3:14])[C:12]([C:15]3[CH:20]=[CH:19][CH:18]=[CH:17][CH:16]=3)=[N:11][C:10]=2[C:21]2[CH:22]=[CH:23][C:24]([C:27]([CH3:31])([CH3:30])[C:28]([NH2:29])=[O:35])=[CH:25][CH:26]=2)=[CH:4][CH:3]=1. The catalyst class is: 74.